From a dataset of Experimentally validated miRNA-target interactions with 360,000+ pairs, plus equal number of negative samples. Binary Classification. Given a miRNA mature sequence and a target amino acid sequence, predict their likelihood of interaction. (1) The miRNA is hsa-miR-6720-3p with sequence CGCGCCUGCAGGAACUGGUAGA. The protein sequence of the target gene is MEDAGEDPTTFAAHSLPSDPRLLATVTNAYLGTRVFHDTLHVSGVYNGAGGDTHRAMLPSPLNVRLEAPAGMGEQLTETFALDTNTGSFLHTLEGPRFRASQCIYAHRTLPHVLAFRVSIARLAPGSGPITLLLRSAFSPESPDLDLHQGPDFQGARYLYGHTLTPEQPGGPQQEVHMLWTPAPPDLTLGEGEEARTWDFLTAVGGSQAEAQACLTEALQLQARGALYTAHAQAWAQLWVECGLDVVGPLQLRQALRGSLYYLLSALPQPKAPGYICHGLSPGGLSNGSREECYWGHVFW.... Result: 0 (no interaction). (2) The miRNA is hsa-miR-335-5p with sequence UCAAGAGCAAUAACGAAAAAUGU. The protein sequence of the target gene is MKSFLLVVNALALTLPFLAVEVQNQKQPACHENDERPFYQKTAPYVPMYYVPNSYPYYGTNLYQRRPAIAINNPYVPRTYYANPAVVRPHAQIPQRQYLPNSHPPTVVRRPNLHPSFIAIPPKKIQDKIIIPTINTIATVEPTPAPATEPTVDSVVTPEAFSESIITSTPETTTVAVTPPTA. Result: 1 (interaction). (3) The miRNA is mmu-miR-7b-5p with sequence UGGAAGACUUGUGAUUUUGUUGUU. The protein sequence of the target gene is MLLPRCCWGRWLMGRRPRCSCQAPAGFDGKDGRGSRVREKPPWRVLFLGTDHFARETLRALHAARDGKEEKLIEKLEVVTVPSLSPKGLPVKQYAIQSQLPVYEWPDVGSGEYDVGVVASFGRLLSEALILKFPYGILNVHPSCLPRWRGPAPIIHTVLHGDTVTGVTIMQIRPKRFDIGPILQQETIPVPPKSTSKELEAVLSKLGANMLISVLKNLPESLNNGRPQPAEGVTYAPKVSAGTSCVKWEEQTSEQVLRLHLAIGDIVPLQTLWMENTVKLLDLVEVNNSILADPKLTGQT.... Result: 1 (interaction). (4) The miRNA is mmu-miR-135a-1-3p with sequence UAUAGGGAUUGGAGCCGUGGCG. The protein sequence of the target gene is MDESALTLGTIDVSYLPNSSEYSIGRCKHATEEWGECGSRPTVFRSATLKWKESLMSRKRPFVGRCCYSCTPQSWDKFFNPSIPSLGLRNVIYINETHTRHRGWLARRLSYVLFIQERDVHKGMFATNVTENVLNSSRVQEAIAEVAGELNPDGSAQQQSKAVNKVKKKARKILQEMVATVSPAMIRLTGWVLLKLFNSFFWNIQIHKGQLEMVKAATETNLPLIFLPVHRSHIDYLLLTFILFCHNIKAPYIASGNNLNIPIFSTLIHKLGGFFIRRRLDETPDGRKDILYRALLHGHI.... Result: 0 (no interaction). (5) The miRNA is hsa-miR-411-5p with sequence UAGUAGACCGUAUAGCGUACG. The protein sequence of the target gene is MASRRQKQFDRKYSSYRKFTATEDVNYSTHSSRSSYRSESLTSRTDGRGRSTSSEIIAGSESRSYPVYIAIQDYTPDKEDVEAIPLEQGQIVEVLDKKNSVRWLVRTKARPPRSGWVPGSYFETPTEFYKQRRRTREIENVSLSDEQAALVKRDQVYHELLRSEEEFVSSLRTCVDDYIKVLDDPEVPEAVKKNREELTLNIPELYNFHANVMLKGLNYYSDDPGKVGQTFVRLEKDFESHVEFYKQYADTLKLLEEPEIKRFFEGLSAKNDAGASSFVDHVKEIADRMVQYQNYFKEFV.... Result: 0 (no interaction). (6) The miRNA is hsa-miR-3678-5p with sequence UCCGUACAAACUCUGCUGUG. The protein sequence of the target gene is MAAAAPDSRVSEEENLKKTPKKKMKMVTGAVASVLEDEATDTSDSEGSCGSEKDHFYSDDDAIEADSEGDAEPCDKENENDGESSVGTNMGWADAMAKVLNKKTPESKPTILVKNKKLEKEKEKLKQERLEKIKQRDKRLEWEMMCRVKPDVVQDKETERNLQRIATRGVVQLFNAVQKHQKNVDEKVKEAGSSMRKRAKLISTVSKKDFISVLRGMDGSTNETASSRKKPKAKQTEVKSEEGPGWTILRDDFMMGASMKDWDKESDGPDDSRPESASDSDT. Result: 0 (no interaction). (7) The miRNA is hsa-miR-3925-5p with sequence AAGAGAACUGAAAGUGGAGCCU. The protein sequence of the target gene is MEPPMEPSGGEQEPGAVRFLDLPWEDVLLPHVLNRVPLRQLLRLQRVSRAFRSLVQLHLAGLRRFDAAQVGPQIPRAALARLLRDAEGLQELALAPCHEWLSDEDLVPVLARNPQLRSVALGGCGQLSRRALGALAEGCPRLQRLSLAHCDWVDGLALRGLADRCPALEELDLTACRQLKDEAIVYLAQRRGAGLRSLSLAVNANVGDAAVQELARNCPELHHLDLTGCLRVGSDGVRTLAEYCPVLRSLRVRHCHHVAESSLSRLRKRGVDIDVEPPLHQALVLLQDMAGFAPFVNLQV.... Result: 0 (no interaction). (8) The miRNA is hsa-miR-6832-3p with sequence ACCCUUUUUCUCUUUCCCAG. The protein sequence of the target gene is MGPLSRDAWAQRLGAFRASPSAFMAGPEGEDLGRDLLSDLRSEKLSEQTKVSLLALSMEYPAQLWPDASAAEVAATSLLDTLVLLPPRPSALRRPLLLAATTALAAGGALGPTSGASCRLLPLLLGLAAGSDLGRGFVPASEQRPLQATACECLRELESCKPGLLGGSLGLLRGLLGQEGPVQPLSLLLALALRNTLVLQSRVGAGLGGLLTDKVSPTGGGPWDWTLVEEGDGRLQPQAPSWPAAEEGEGERSLTAREHSPEEARELRAAVIQLLDTSYLLTPVAQAQLLWLLGWALRGL.... Result: 1 (interaction).